From a dataset of Forward reaction prediction with 1.9M reactions from USPTO patents (1976-2016). Predict the product of the given reaction. (1) Given the reactants CN(C(ON1N=NC2C=CC=NC1=2)=[N+](C)C)C.F[P-](F)(F)(F)(F)F.[Cl:25][C:26]1[CH:31]=[CH:30][C:29]([N:32]2[CH2:37][CH2:36][NH:35][CH2:34][CH2:33]2)=[C:28]([O:38][CH3:39])[CH:27]=1.[Cl:40][C:41]1[C:42]([C:51]([F:54])([F:53])[F:52])=[N:43][N:44]([CH2:47][C:48](O)=[O:49])[C:45]=1[CH3:46], predict the reaction product. The product is: [Cl:40][C:41]1[C:42]([C:51]([F:53])([F:52])[F:54])=[N:43][N:44]([CH2:47][C:48]([N:35]2[CH2:34][CH2:33][N:32]([C:29]3[CH:30]=[CH:31][C:26]([Cl:25])=[CH:27][C:28]=3[O:38][CH3:39])[CH2:37][CH2:36]2)=[O:49])[C:45]=1[CH3:46]. (2) Given the reactants [NH2:1][CH2:2][C@@H:3]1[CH2:8][N:7](C(OC(C)(C)C)=O)[C:6]2[CH:16]=[CH:17][CH:18]=[C:19]([C:20]3[CH:25]=[C:24]([Cl:26])[CH:23]=[CH:22][C:21]=3[Cl:27])[C:5]=2[O:4]1.Cl.C(O)C, predict the reaction product. The product is: [Cl:27][C:21]1[CH:22]=[CH:23][C:24]([Cl:26])=[CH:25][C:20]=1[C:19]1[C:5]2[O:4][C@H:3]([CH2:2][NH2:1])[CH2:8][NH:7][C:6]=2[CH:16]=[CH:17][CH:18]=1.